Dataset: Forward reaction prediction with 1.9M reactions from USPTO patents (1976-2016). Task: Predict the product of the given reaction. (1) The product is: [CH:1]1([C:4]2[N:5]=[CH:6][C:7]([CH2:10][C:11]3[CH:20]=[C:19]4[C:14]([C:15]([C:23]5[CH:24]=[N:25][N:26]([CH3:28])[CH:27]=5)=[CH:16][C:17]([C:21]([NH2:22])=[O:30])=[N:18]4)=[CH:13][CH:12]=3)=[CH:8][N:9]=2)[CH2:3][CH2:2]1. Given the reactants [CH:1]1([C:4]2[N:9]=[CH:8][C:7]([CH2:10][C:11]3[CH:20]=[C:19]4[C:14]([C:15]([C:23]5[CH:24]=[N:25][N:26]([CH3:28])[CH:27]=5)=[CH:16][C:17]([C:21]#[N:22])=[N:18]4)=[CH:13][CH:12]=3)=[CH:6][N:5]=2)[CH2:3][CH2:2]1.C([O-])([O-])=[O:30].C([O-])([O-])=O.OO.OO.OO.[Na+].[Na+].[Na+].[Na+].[NH4+].[Cl-], predict the reaction product. (2) Given the reactants [Cl:1][CH2:2][C:3](Cl)=[O:4].[NH2:6][C:7]1[CH:12]=[C:11]([O:13][CH2:14][C:15]2[CH:20]=[CH:19][CH:18]=[CH:17][CH:16]=2)[CH:10]=[CH:9][C:8]=1[S:21]([NH:24][C:25]1[CH:26]=[CH:27][C:28]2[CH2:32][O:31][B:30]([OH:33])[C:29]=2[CH:34]=1)(=[O:23])=[O:22], predict the reaction product. The product is: [CH2:14]([O:13][C:11]1[CH:10]=[CH:9][C:8]([S:21](=[O:23])(=[O:22])[NH:24][C:25]2[CH:26]=[CH:27][C:28]3[CH2:32][O:31][B:30]([OH:33])[C:29]=3[CH:34]=2)=[C:7]([NH:6][C:3](=[O:4])[CH2:2][Cl:1])[CH:12]=1)[C:15]1[CH:16]=[CH:17][CH:18]=[CH:19][CH:20]=1. (3) Given the reactants [C:1]1([C@@H:7]2[CH2:11][NH:10][CH2:9][C@H:8]2[NH:12]C(=O)[O-])[CH:6]=[CH:5][CH:4]=[CH:3][CH:2]=1.[H-].[Na+].FC(F)(F)S(O[CH2:24][C:25]([F:28])([F:27])[F:26])(=O)=O, predict the reaction product. The product is: [C:1]1([C@@H:7]2[CH2:11][N:10]([CH2:24][C:25]([F:28])([F:27])[F:26])[CH2:9][C@H:8]2[NH2:12])[CH:2]=[CH:3][CH:4]=[CH:5][CH:6]=1. (4) Given the reactants [C:1]([O:5][C:6]1[CH:11]=[CH:10][CH:9]=[CH:8][C:7]=1[N+:12]([O-])=O)([CH3:4])([CH3:3])[CH3:2], predict the reaction product. The product is: [C:1]([O:5][C:6]1[CH:11]=[CH:10][CH:9]=[CH:8][C:7]=1[NH2:12])([CH3:4])([CH3:2])[CH3:3]. (5) Given the reactants CC/C=C\C/C=C\C/C=C\CCCCCCCCO.[Br:20][CH2:21][CH2:22][CH2:23][CH2:24][CH2:25][CH2:26][CH2:27][CH2:28][CH2:29][CH2:30][CH2:31][CH2:32][CH2:33][CH2:34][CH2:35][CH2:36][CH2:37][CH3:38], predict the reaction product. The product is: [Br:20][CH2:21][CH2:22][CH2:23][CH2:24][CH2:25][CH2:26][CH2:27][CH2:28]/[CH:29]=[CH:30]\[CH2:31]/[CH:32]=[CH:33]\[CH2:34]/[CH:35]=[CH:36]\[CH2:37][CH3:38].